Dataset: Reaction yield outcomes from USPTO patents with 853,638 reactions. Task: Predict the reaction yield, written as a fraction of the theoretical maximum amount of product (1.0 means a 100% yield; for example, 0.34 means a 34% yield). The reactants are O[C:2]1[N:3]=[CH:4][C:5]([C:8]([OH:10])=O)=[N:6][CH:7]=1.S(Cl)([Cl:13])=O.COCC[NH:19][CH3:20]. The catalyst is CN(C=O)C. The product is [Cl:13][C:2]1[N:3]=[CH:4][C:5]([C:8]([NH:19][CH3:20])=[O:10])=[N:6][CH:7]=1. The yield is 0.490.